From a dataset of Acute oral toxicity (LD50) regression data from Zhu et al.. Regression/Classification. Given a drug SMILES string, predict its toxicity properties. Task type varies by dataset: regression for continuous values (e.g., LD50, hERG inhibition percentage) or binary classification for toxic/non-toxic outcomes (e.g., AMES mutagenicity, cardiotoxicity, hepatotoxicity). Dataset: ld50_zhu. The molecule is CC(C)NC(C)C. The rat oral LD50 is 2.12, given as -log10 of the dose in mol/kg body weight (higher means more acutely toxic).